From a dataset of Forward reaction prediction with 1.9M reactions from USPTO patents (1976-2016). Predict the product of the given reaction. (1) Given the reactants [CH3:1][C:2]1[C:7]([O:8][CH2:9][CH3:10])=[CH:6][CH:5]=[CH:4][C:3]=1[N:11]1[C:15](=[O:16])[NH:14][N:13]=[N:12]1.[C:17](=O)([O-])[O-].[K+].[K+].CN(C)C=O.S(OC)(OC)(=O)=O, predict the reaction product. The product is: [CH3:1][C:2]1[C:7]([O:8][CH2:9][CH3:10])=[CH:6][CH:5]=[CH:4][C:3]=1[N:11]1[C:15](=[O:16])[N:14]([CH3:17])[N:13]=[N:12]1. (2) Given the reactants C([O:3][C:4]([C:6]1[CH:7]=[N:8][N:9]2[C:14]([C:15]3[CH:20]=[CH:19][CH:18]=[C:17]([NH:21][C:22](=[O:33])[C:23]4[CH:28]=[CH:27][CH:26]=[C:25]([C:29]([F:32])([F:31])[F:30])[CH:24]=4)[CH:16]=3)=[CH:13][CH:12]=[N:11][C:10]=12)=O)C.O.[NH2:35][NH2:36], predict the reaction product. The product is: [NH:35]([C:4]([C:6]1[CH:7]=[N:8][N:9]2[C:14]([C:15]3[CH:16]=[C:17]([NH:21][C:22](=[O:33])[C:23]4[CH:28]=[CH:27][CH:26]=[C:25]([C:29]([F:30])([F:31])[F:32])[CH:24]=4)[CH:18]=[CH:19][CH:20]=3)=[CH:13][CH:12]=[N:11][C:10]=12)=[O:3])[NH2:36]. (3) Given the reactants [F:1][C:2]1[CH:3]=[C:4]([CH:20]=[CH:21][CH:22]=1)[CH2:5][O:6][C:7]1[CH:19]=[CH:18][C:10]([CH:11]=[N:12][C@@H:13]([CH3:17])[C:14]([NH2:16])=[O:15])=[CH:9][CH:8]=1.CO.C(OCC)(=O)C, predict the reaction product. The product is: [CH3:17][C@H:13]([NH:12][CH2:11][C:10]1[CH:18]=[CH:19][C:7]([O:6][CH2:5][C:4]2[CH:20]=[CH:21][CH:22]=[C:2]([F:1])[CH:3]=2)=[CH:8][CH:9]=1)[C:14]([NH2:16])=[O:15]. (4) Given the reactants Cl.[C:2]1([S:8]([C:11]2[CH:20]=[C:19]3[C:14]([CH:15](NC)[CH2:16][CH2:17][O:18]3)=[CH:13][CH:12]=2)(=[O:10])=[O:9])[CH:7]=[CH:6][CH:5]=[CH:4][CH:3]=1.[CH:23]([NH2:25])=O.[CH:26](OCCCC)=O, predict the reaction product. The product is: [C:2]1([S:8]([C:11]2[CH:20]=[C:19]3[C:14]([CH:15]([CH2:26][NH:25][CH3:23])[CH2:16][CH2:17][O:18]3)=[CH:13][CH:12]=2)(=[O:9])=[O:10])[CH:7]=[CH:6][CH:5]=[CH:4][CH:3]=1. (5) Given the reactants Cl[CH2:2][C:3]1[O:7][N:6]=[C:5]([C:8]2[CH:13]=[CH:12][CH:11]=[CH:10][CH:9]=2)[N:4]=1.[OH:14][C:15]1[CH:39]=[CH:38][C:18]([CH2:19][O:20]/[N:21]=[C:22](/[C:32]2[CH:37]=[CH:36][CH:35]=[CH:34][CH:33]=2)\[CH2:23][CH2:24][CH2:25][CH2:26][C:27]([O:29][CH2:30][CH3:31])=[O:28])=[CH:17][CH:16]=1.C(=O)([O-])[O-].[K+].[K+].CN(C)C=O, predict the reaction product. The product is: [C:32]1(/[C:22](=[N:21]/[O:20][CH2:19][C:18]2[CH:17]=[CH:16][C:15]([O:14][CH2:2][C:3]3[O:7][N:6]=[C:5]([C:8]4[CH:13]=[CH:12][CH:11]=[CH:10][CH:9]=4)[N:4]=3)=[CH:39][CH:38]=2)/[CH2:23][CH2:24][CH2:25][CH2:26][C:27]([O:29][CH2:30][CH3:31])=[O:28])[CH:37]=[CH:36][CH:35]=[CH:34][CH:33]=1.